From a dataset of Peptide-MHC class I binding affinity with 185,985 pairs from IEDB/IMGT. Regression. Given a peptide amino acid sequence and an MHC pseudo amino acid sequence, predict their binding affinity value. This is MHC class I binding data. (1) The peptide sequence is IPQSLDSYWTSL. The MHC is Patr-B0101 with pseudo-sequence Patr-B0101. The binding affinity (normalized) is 0.0354. (2) The peptide sequence is ATICLKNEGV. The MHC is HLA-A68:02 with pseudo-sequence HLA-A68:02. The binding affinity (normalized) is 0.587. (3) The peptide sequence is FTNKLINGY. The MHC is HLA-A02:10 with pseudo-sequence HLA-A02:10. The binding affinity (normalized) is 0.0847. (4) The binding affinity (normalized) is 0.0847. The MHC is HLA-A26:01 with pseudo-sequence HLA-A26:01. The peptide sequence is RVGIYFGMK.